This data is from Forward reaction prediction with 1.9M reactions from USPTO patents (1976-2016). The task is: Predict the product of the given reaction. Given the reactants CC(C)([O-])C.[K+].[CH2:7]([OH:14])[CH2:8][CH2:9][CH2:10][CH2:11][CH2:12][CH3:13].F[C:16]1[CH:24]=[CH:23][C:19]([C:20]([OH:22])=[O:21])=[CH:18][C:17]=1[C:25]([F:28])([F:27])[F:26].Cl, predict the reaction product. The product is: [CH2:7]([O:14][C:16]1[CH:24]=[CH:23][C:19]([C:20]([OH:22])=[O:21])=[CH:18][C:17]=1[C:25]([F:26])([F:28])[F:27])[CH2:8][CH2:9][CH2:10][CH2:11][CH2:12][CH3:13].